From a dataset of Forward reaction prediction with 1.9M reactions from USPTO patents (1976-2016). Predict the product of the given reaction. (1) Given the reactants [C:1]1([C:24]2[CH:29]=[CH:28][CH:27]=[CH:26][CH:25]=2)[CH:6]=[CH:5][CH:4]=[C:3]([NH:7][C:8](=[O:23])[CH2:9][CH2:10][CH2:11][CH2:12][CH2:13][NH:14][C:15](=[O:22])[CH2:16][S:17][CH2:18][C:19]([OH:21])=O)[CH:2]=1.C1(C2C=CC=CC=2)C=CC=C(NC(=O)CCCCCNC(=O)CSC[C:48]([O:50]C)=[O:49])C=1, predict the reaction product. The product is: [C:1]1([C:24]2[CH:29]=[CH:28][CH:27]=[CH:26][CH:25]=2)[CH:6]=[CH:5][CH:4]=[C:3]([NH:7][C:8](=[O:23])[CH2:9][CH2:10][CH2:11][CH2:12][CH2:13][NH:14][C:15](=[O:22])[CH2:16][S:17][CH2:18][CH:19]([OH:21])[C:48]([OH:50])=[O:49])[CH:2]=1. (2) Given the reactants [NH2:1][CH2:2][CH:3]1[CH:9]([C:10]2[CH:15]=[CH:14][C:13]([Cl:16])=[C:12]([Cl:17])[CH:11]=2)[O:8][CH2:7][CH2:6][N:5]([C:18]([O:20][C:21]([CH3:24])([CH3:23])[CH3:22])=[O:19])[CH2:4]1.C[Si]([N:29]=[C:30]=[O:31])(C)C, predict the reaction product. The product is: [C:30]([NH:1][CH2:2][CH:3]1[CH:9]([C:10]2[CH:15]=[CH:14][C:13]([Cl:16])=[C:12]([Cl:17])[CH:11]=2)[O:8][CH2:7][CH2:6][N:5]([C:18]([O:20][C:21]([CH3:24])([CH3:23])[CH3:22])=[O:19])[CH2:4]1)(=[O:31])[NH2:29]. (3) Given the reactants [Cl:1][C:2]1[CH:7]=[CH:6][C:5]([C:8]2[C:9]([C:24]#[C:25][CH2:26][O:27][CH3:28])=[N:10][CH:11]=[C:12]([CH:23]=2)[C:13]([NH:15][C@@H:16]2[CH2:21][CH2:20][CH2:19][CH2:18][C@H:17]2[OH:22])=[O:14])=[CH:4][CH:3]=1, predict the reaction product. The product is: [Cl:1][C:2]1[CH:3]=[CH:4][C:5]([C:8]2[C:9]([CH2:24][CH2:25][CH2:26][O:27][CH3:28])=[N:10][CH:11]=[C:12]([CH:23]=2)[C:13]([NH:15][C@@H:16]2[CH2:21][CH2:20][CH2:19][CH2:18][C@H:17]2[OH:22])=[O:14])=[CH:6][CH:7]=1.